This data is from Full USPTO retrosynthesis dataset with 1.9M reactions from patents (1976-2016). The task is: Predict the reactants needed to synthesize the given product. (1) Given the product [Br:10][C:8]1[CH:7]=[CH:6][C:5]([O:11][CH:12]([C:14]([OH:16])=[O:15])[CH3:13])=[C:4]([CH:9]=1)[C:3]([OH:19])=[O:2], predict the reactants needed to synthesize it. The reactants are: C[O:2][C:3](=[O:19])[C:4]1[CH:9]=[C:8]([Br:10])[CH:7]=[CH:6][C:5]=1[O:11][CH:12]([C:14]([O:16]CC)=[O:15])[CH3:13].CO.[OH-].[Na+]. (2) Given the product [CH3:17][O:18][C:19]1[CH:25]=[C:24]([O:26][CH3:27])[CH:23]=[CH:22][C:20]=1[NH:21][C:11]([C:9]1[O:10][C:6]2[CH:5]=[CH:4][C:3]([C:2]([F:1])([F:16])[F:15])=[CH:14][C:7]=2[CH:8]=1)=[O:13], predict the reactants needed to synthesize it. The reactants are: [F:1][C:2]([F:16])([F:15])[C:3]1[CH:4]=[CH:5][C:6]2[O:10][C:9]([C:11]([OH:13])=O)=[CH:8][C:7]=2[CH:14]=1.[CH3:17][O:18][C:19]1[CH:25]=[C:24]([O:26][CH3:27])[CH:23]=[CH:22][C:20]=1[NH2:21].N1(O[P+](N(C)C)(N(C)C)N(C)C)C2C=CC=CC=2N=N1.C(N(CC)CC)C. (3) Given the product [NH:36]1[C:32]([C:27]2[CH:28]=[CH:29][CH:30]=[CH:31][C:26]=2[C:22]2[CH:21]=[C:20]3[C:25](=[CH:24][CH:23]=2)[C@@H:17]([N:16]2[C:6]4=[N:7][C:8]([CH2:12][CH:13]([OH:15])[CH3:14])=[CH:9][C:10]([CH3:11])=[C:5]4[N:4]=[C:3]2[CH2:1][CH3:2])[CH2:18][CH2:19]3)=[N:33][N:34]=[N:35]1, predict the reactants needed to synthesize it. The reactants are: [CH2:1]([C:3]1[N:16]([C@@H:17]2[C:25]3[C:20](=[CH:21][C:22]([C:26]4[CH:31]=[CH:30][CH:29]=[CH:28][C:27]=4[C:32]4[N:36](C(C5C=CC=CC=5)(C5C=CC=CC=5)C5C=CC=CC=5)[N:35]=[N:34][N:33]=4)=[CH:23][CH:24]=3)[CH2:19][CH2:18]2)[C:6]2=[N:7][C:8]([CH2:12][CH:13]([OH:15])[CH3:14])=[CH:9][C:10]([CH3:11])=[C:5]2[N:4]=1)[CH3:2]. (4) Given the product [Cl:9][CH2:10][C@@H:11]1[C:19]2[C:18]3[CH:20]=[CH:21][CH:22]=[CH:23][C:17]=3[C:16]([NH:24][C:25](=[O:38])[CH2:26][CH2:27][CH2:28][CH2:29][CH2:30][N:31]3[C:35](=[O:36])[CH:34]=[CH:33][C:32]3=[O:37])=[CH:15][C:14]=2[NH:13][CH2:12]1, predict the reactants needed to synthesize it. The reactants are: FC(F)(F)C(O)=O.O.[Cl:9][CH2:10][C@@H:11]1[C:19]2[C:18]3[CH:20]=[CH:21][CH:22]=[CH:23][C:17]=3[C:16]([NH:24][C:25](=[O:38])[CH2:26][CH2:27][CH2:28][CH2:29][CH2:30][N:31]3[C:35](=[O:36])[CH:34]=[CH:33][C:32]3=[O:37])=[CH:15][C:14]=2[N:13](C(OC(C)(C)C)=O)[CH2:12]1.C([O-])(O)=O.[Na+]. (5) Given the product [Si:1]([O:8][CH:9]1[CH2:29][CH2:28][CH2:27][C:10]21[O:14][C:13](=[O:15])[N:12]([C:16]1[CH:23]=[CH:22][C:19]([C:20]#[N:21])=[C:18]([Cl:24])[C:17]=1[CH3:25])[CH:11]2[OH:26])([C:4]([CH3:7])([CH3:5])[CH3:6])([CH3:3])[CH3:2], predict the reactants needed to synthesize it. The reactants are: [Si:1]([O:8][CH:9]1[CH2:29][CH2:28][CH2:27][C:10]21[O:14][C:13](=[O:15])[N:12]([C:16]1[CH:23]=[CH:22][C:19]([C:20]#[N:21])=[C:18]([Cl:24])[C:17]=1[CH3:25])[C:11]2=[O:26])([C:4]([CH3:7])([CH3:6])[CH3:5])([CH3:3])[CH3:2].C([BH-](CC)CC)C.[Li+]. (6) Given the product [CH:9]1([C:12]2[CH:13]=[C:14]([CH3:33])[C:15]([N:18]3[CH2:23][CH2:22][N:21]([C:24]([C:26]4[CH:31]=[CH:30][C:29]([N:4]5[CH2:3][C@H:2]([CH3:1])[CH2:6][S:5]5(=[O:8])=[O:7])=[CH:28][CH:27]=4)=[O:25])[CH2:20][CH2:19]3)=[N:16][CH:17]=2)[CH2:10][CH2:11]1, predict the reactants needed to synthesize it. The reactants are: [CH3:1][C@@H:2]1[CH2:6][S:5](=[O:8])(=[O:7])[NH:4][CH2:3]1.[CH:9]1([C:12]2[CH:13]=[C:14]([CH3:33])[C:15]([N:18]3[CH2:23][CH2:22][N:21]([C:24]([C:26]4[CH:31]=[CH:30][C:29](I)=[CH:28][CH:27]=4)=[O:25])[CH2:20][CH2:19]3)=[N:16][CH:17]=2)[CH2:11][CH2:10]1.